Dataset: Retrosynthesis with 50K atom-mapped reactions and 10 reaction types from USPTO. Task: Predict the reactants needed to synthesize the given product. (1) Given the product Cc1c(C(=O)CSCc2ccc(Cl)cc2)sc2ccc(Cl)cc12, predict the reactants needed to synthesize it. The reactants are: Cc1c(C(=O)CBr)sc2ccc(Cl)cc12.SCc1ccc(Cl)cc1. (2) Given the product CN1CC[C@@H](N2C(=O)S/C(=C\c3ccc4c(cnn4Cc4ccc(Cl)cc4C(F)(F)F)c3)C2=O)[C@H](F)C1, predict the reactants needed to synthesize it. The reactants are: C=O.O=C1S/C(=C\c2ccc3c(cnn3Cc3ccc(Cl)cc3C(F)(F)F)c2)C(=O)N1[C@@H]1CCNC[C@H]1F. (3) Given the product COc1ccc(-c2oncc2C(=O)N2CCC(c3ccccc3)C2)cc1, predict the reactants needed to synthesize it. The reactants are: COc1ccc(-c2oncc2C(=O)O)cc1.c1ccc(C2CCNC2)cc1. (4) Given the product COc1ccc(Cl)c(Nc2cc(C(F)(F)F)nc(-c3ccccn3)n2)c1, predict the reactants needed to synthesize it. The reactants are: COc1ccc(Cl)c(N)c1.FC(F)(F)c1cc(Cl)nc(-c2ccccn2)n1. (5) Given the product CS(=O)(=O)Cc1nccn1CCCCc1ccc(OCc2coc(/C=C/c3ccc(F)cc3F)n2)cc1, predict the reactants needed to synthesize it. The reactants are: CS(=O)(=O)Cc1nccn1CCCCc1ccc(O)cc1.Fc1ccc(/C=C/c2nc(CCl)co2)c(F)c1.